Predict the product of the given reaction. From a dataset of Forward reaction prediction with 1.9M reactions from USPTO patents (1976-2016). Given the reactants [CH:1]1[N:2]=[CH:3][N:4]2[C:9]=1[CH2:8][CH2:7][NH:6][C:5]2=[O:10].[CH2:11]([Br:14])[CH2:12][CH3:13], predict the reaction product. The product is: [Br-:14].[O:10]=[C:5]1[N:4]2[CH:3]=[N+:2]([CH2:11][CH2:12][CH3:13])[CH:1]=[C:9]2[CH2:8][CH2:7][NH:6]1.